From a dataset of Forward reaction prediction with 1.9M reactions from USPTO patents (1976-2016). Predict the product of the given reaction. (1) Given the reactants N#N.[OH:3][CH:4]([C:6]1[O:7][C:8]([CH2:11][N:12]2[N:16]=[C:15]([NH:17][C:18]([C:20]3[N:21]=[C:22]([CH3:32])[O:23][C:24]=3[C:25]3[CH:30]=[CH:29][CH:28]=[C:27]([Cl:31])[CH:26]=3)=[O:19])[CH:14]=[N:13]2)=[CH:9][N:10]=1)[CH3:5], predict the reaction product. The product is: [C:4]([C:6]1[O:7][C:8]([CH2:11][N:12]2[N:16]=[C:15]([NH:17][C:18]([C:20]3[N:21]=[C:22]([CH3:32])[O:23][C:24]=3[C:25]3[CH:30]=[CH:29][CH:28]=[C:27]([Cl:31])[CH:26]=3)=[O:19])[CH:14]=[N:13]2)=[CH:9][N:10]=1)(=[O:3])[CH3:5]. (2) Given the reactants [Cl:1][C:2]1[CH:7]=[CH:6][C:5]([CH:8]([CH3:11])[C:9]#[N:10])=[C:4](I)[CH:3]=1.[CH3:13][Si:14]([C:17]#[CH:18])([CH3:16])[CH3:15], predict the reaction product. The product is: [Cl:1][C:2]1[CH:7]=[CH:6][C:5]([CH:8]([CH3:11])[C:9]#[N:10])=[C:4]([C:18]#[C:17][Si:14]([CH3:16])([CH3:15])[CH3:13])[CH:3]=1.